This data is from Peptide-MHC class I binding affinity with 185,985 pairs from IEDB/IMGT. The task is: Regression. Given a peptide amino acid sequence and an MHC pseudo amino acid sequence, predict their binding affinity value. This is MHC class I binding data. (1) The binding affinity (normalized) is 0.543. The MHC is BoLA-HD6 with pseudo-sequence BoLA-HD6. The peptide sequence is HELSLFWPL. (2) The peptide sequence is SVFELSNFA. The MHC is HLA-B15:01 with pseudo-sequence HLA-B15:01. The binding affinity (normalized) is 0.0847. (3) The peptide sequence is FMDPGIFPR. The MHC is HLA-B15:01 with pseudo-sequence HLA-B15:01. The binding affinity (normalized) is 0.0847.